This data is from Catalyst prediction with 721,799 reactions and 888 catalyst types from USPTO. The task is: Predict which catalyst facilitates the given reaction. (1) Reactant: Br[C:2]1[CH2:6][CH2:5][CH2:4][C:3]=1[N:7]1[C:15]2[CH:14]=[CH:13][C:12]([CH3:16])=[CH:11][C:10]=2[C:9]2[CH2:17][N:18]([CH3:21])[CH2:19][CH2:20][C:8]1=2.[CH3:22][N:23]([CH3:39])[C:24]1[N:29]=[CH:28][C:27](B2OC(C)(C)C(C)(C)O2)=[CH:26][N:25]=1.C(=O)([O-])[O-].[K+].[K+].O. Product: [CH3:21][N:18]1[CH2:19][CH2:20][C:8]2[N:7]([C:3]3[CH2:4][CH2:5][CH2:6][C:2]=3[C:27]3[CH:28]=[N:29][C:24]([N:23]([CH3:22])[CH3:39])=[N:25][CH:26]=3)[C:15]3[CH:14]=[CH:13][C:12]([CH3:16])=[CH:11][C:10]=3[C:9]=2[CH2:17]1. The catalyst class is: 104. (2) Reactant: C(CCC1C(CCCCCCOC2C=C(C3C=CC(F)=C(F)C=3)C=C(C(=O)N(C)C)C=2)=CC=CC=1OCCCC(O)=O)(O)=O.C([O:47][C:48](=[O:92])[CH2:49][CH2:50][CH2:51][O:52][C:53]1[CH:58]=[CH:57][CH:56]=[C:55]([CH2:59][CH2:60][CH2:61][CH2:62][CH2:63][CH2:64][O:65][C:66]2[CH:67]=[C:68]([C:77]3[CH:82]=[CH:81][C:80]([F:83])=[C:79]([OH:84])[CH:78]=3)[CH:69]=[C:70]([C:72](=[O:76])[N:73]([CH3:75])[CH3:74])[CH:71]=2)[C:54]=1[CH2:85][CH2:86][C:87]([O:89]CC)=[O:88])C.[OH-].[Na+]. Product: [C:87]([CH2:86][CH2:85][C:54]1[C:55]([CH2:59][CH2:60][CH2:61][CH2:62][CH2:63][CH2:64][O:65][C:66]2[CH:67]=[C:68]([C:77]3[CH:82]=[CH:81][C:80]([F:83])=[C:79]([OH:84])[CH:78]=3)[CH:69]=[C:70]([C:72](=[O:76])[N:73]([CH3:75])[CH3:74])[CH:71]=2)=[CH:56][CH:57]=[CH:58][C:53]=1[O:52][CH2:51][CH2:50][CH2:49][C:48]([OH:92])=[O:47])([OH:89])=[O:88]. The catalyst class is: 242. (3) Reactant: [CH3:1][O:2][C:3]1[CH:8]=[C:7](/[CH:9]=[CH:10]/[C:11]([O:13][CH3:14])=[O:12])[CH:6]=[CH:5][C:4]=1[C:15]1[CH:20]=[CH:19][CH:18]=[C:17]([NH:21][CH3:22])[CH:16]=1. Product: [CH3:1][O:2][C:3]1[CH:8]=[C:7]([CH2:9][CH2:10][C:11]([O:13][CH3:14])=[O:12])[CH:6]=[CH:5][C:4]=1[C:15]1[CH:20]=[CH:19][CH:18]=[C:17]([NH:21][CH3:22])[CH:16]=1. The catalyst class is: 19. (4) Reactant: [C:1]1([CH:7]2[C:16]3[C:11]4=[C:12]([CH:21]([C:24]5[CH:29]=[CH:28][CH:27]=[CH:26][CH:25]=5)[CH2:22][CH2:23][N:10]4[CH2:9][CH2:8]2)[CH:13]=[C:14]([CH2:17][C:18]([OH:20])=O)[CH:15]=3)[CH:6]=[CH:5][CH:4]=[CH:3][CH:2]=1.[CH2:30]([NH2:32])[CH3:31].CCN=C=NCCCN(C)C.C1C=CC2N(O)N=NC=2C=1. Product: [CH2:30]([NH:32][C:18](=[O:20])[CH2:17][C:14]1[CH:13]=[C:12]2[C:11]3=[C:16]([CH:7]([C:1]4[CH:6]=[CH:5][CH:4]=[CH:3][CH:2]=4)[CH2:8][CH2:9][N:10]3[CH2:23][CH2:22][CH:21]2[C:24]2[CH:25]=[CH:26][CH:27]=[CH:28][CH:29]=2)[CH:15]=1)[CH3:31]. The catalyst class is: 4. (5) Reactant: [N+:1]([C:4]1[CH:5]=[C:6]2[C:10](=[CH:11][CH:12]=1)[NH:9][CH2:8][CH2:7]2)([O-:3])=[O:2].[CH3:13][C:14]1[N:15]([C:20]2[N:25]=[C:24]([CH2:26][C:27](O)=[O:28])[CH:23]=[CH:22][CH:21]=2)[C:16]([CH3:19])=[CH:17][CH:18]=1.C1CN([P+](ON2N=NC3C=CC=CC2=3)(N2CCCC2)N2CCCC2)CC1.F[P-](F)(F)(F)(F)F.C(N(C(C)C)CC)(C)C. Product: [CH3:13][C:14]1[N:15]([C:20]2[N:25]=[C:24]([CH2:26][C:27]([N:9]3[C:10]4[C:6](=[CH:5][C:4]([N+:1]([O-:3])=[O:2])=[CH:12][CH:11]=4)[CH2:7][CH2:8]3)=[O:28])[CH:23]=[CH:22][CH:21]=2)[C:16]([CH3:19])=[CH:17][CH:18]=1. The catalyst class is: 255. (6) Reactant: C([N:8]([CH2:28][C@H:29]([O:38][Si:39]([CH2:44][CH3:45])([CH2:42][CH3:43])[CH2:40][CH3:41])[CH2:30][O:31][C:32]1[CH:37]=[CH:36][CH:35]=[CH:34][CH:33]=1)[CH:9]1[CH2:15][CH2:14][CH2:13][C:12]2[CH:16]=[CH:17][C:18]([O:20]CC3C=CC=CC=3)=[CH:19][C:11]=2[CH2:10]1)C1C=CC=CC=1.[H][H]. Product: [O:31]([CH2:30][C@@H:29]([O:38][Si:39]([CH2:42][CH3:43])([CH2:44][CH3:45])[CH2:40][CH3:41])[CH2:28][NH:8][CH:9]1[CH2:10][C:11]2[CH:19]=[C:18]([OH:20])[CH:17]=[CH:16][C:12]=2[CH2:13][CH2:14][CH2:15]1)[C:32]1[CH:37]=[CH:36][CH:35]=[CH:34][CH:33]=1. The catalyst class is: 43. (7) Reactant: [CH2:1]([O:8][C:9]([N:11]1[CH2:16][CH2:15][NH:14][CH2:13][CH2:12]1)=[O:10])[C:2]1[CH:7]=[CH:6][CH:5]=[CH:4][CH:3]=1.[CH2:17]([O:21][C:22]1[C:23](=O)[C:24](=[O:31])[C:25]=1[O:26]CCCC)[CH2:18][CH2:19][CH3:20]. Product: [CH2:1]([O:8][C:9]([N:11]1[CH2:16][CH2:15][N:14]([C:23]2[C:24](=[O:31])[C:25](=[O:26])[C:22]=2[O:21][CH2:17][CH2:18][CH2:19][CH3:20])[CH2:13][CH2:12]1)=[O:10])[C:2]1[CH:7]=[CH:6][CH:5]=[CH:4][CH:3]=1. The catalyst class is: 8. (8) Reactant: [C:12]([O:11][C:9](O[C:9]([O:11][C:12]([CH3:15])([CH3:14])[CH3:13])=[O:10])=[O:10])([CH3:15])([CH3:14])[CH3:13].Cl.[CH3:17][O:18][C:19]([CH2:21][CH2:22][CH2:23][CH2:24][CH2:25][NH:26][CH2:27][CH2:28][CH2:29][CH2:30][CH2:31][C:32]([O:34][CH3:35])=[O:33])=[O:20].C(#N)C. Product: [C:9]([N:26]([CH2:25][CH2:24][CH2:23][CH2:22][CH2:21][C:19]([O:18][CH3:17])=[O:20])[CH2:27][CH2:28][CH2:29][CH2:30][CH2:31][C:32]([O:34][CH3:35])=[O:33])([O:11][C:12]([CH3:13])([CH3:14])[CH3:15])=[O:10]. The catalyst class is: 66. (9) Reactant: P([O-])([O-])([O-])=O.[K+].[K+].[K+].Cl[C:10]1[CH:11]=[CH:12][C:13]2[N:19]3[CH2:20][C@H:16]([CH2:17][CH2:18]3)[N:15]([C:21]([NH:23][C:24]3[CH:29]=[N:28][CH:27]=[CH:26][N:25]=3)=[O:22])[C:14]=2[N:30]=1.[F:31][CH:32]([F:47])[N:33]1[CH:37]=[C:36](B2OC(C)(C)C(C)(C)O2)[CH:35]=[N:34]1.CC(C1C=C(C(C)C)C(C2C=CC=CC=2P(C2CCCCC2)C2CCCCC2)=C(C(C)C)C=1)C. Product: [F:31][CH:32]([F:47])[N:33]1[CH:37]=[C:36]([C:10]2[CH:11]=[CH:12][C:13]3[N:19]4[CH2:20][C@H:16]([CH2:17][CH2:18]4)[N:15]([C:21]([NH:23][C:24]4[CH:29]=[N:28][CH:27]=[CH:26][N:25]=4)=[O:22])[C:14]=3[N:30]=2)[CH:35]=[N:34]1. The catalyst class is: 333.